From a dataset of NCI-60 drug combinations with 297,098 pairs across 59 cell lines. Regression. Given two drug SMILES strings and cell line genomic features, predict the synergy score measuring deviation from expected non-interaction effect. (1) Drug 1: CC(C)CN1C=NC2=C1C3=CC=CC=C3N=C2N. Drug 2: COCCOC1=C(C=C2C(=C1)C(=NC=N2)NC3=CC=CC(=C3)C#C)OCCOC.Cl. Cell line: SN12C. Synergy scores: CSS=2.17, Synergy_ZIP=2.27, Synergy_Bliss=6.43, Synergy_Loewe=-4.57, Synergy_HSA=-3.83. (2) Drug 1: C1=CC(=CC=C1CC(C(=O)O)N)N(CCCl)CCCl.Cl. Drug 2: N.N.Cl[Pt+2]Cl. Cell line: A549. Synergy scores: CSS=32.3, Synergy_ZIP=-6.54, Synergy_Bliss=2.73, Synergy_Loewe=0.388, Synergy_HSA=0.567. (3) Drug 1: CC1=C2C(C(=O)C3(C(CC4C(C3C(C(C2(C)C)(CC1OC(=O)C(C(C5=CC=CC=C5)NC(=O)C6=CC=CC=C6)O)O)OC(=O)C7=CC=CC=C7)(CO4)OC(=O)C)O)C)OC(=O)C. Drug 2: C(=O)(N)NO. Cell line: NCIH23. Synergy scores: CSS=13.2, Synergy_ZIP=-11.3, Synergy_Bliss=-4.44, Synergy_Loewe=-25.8, Synergy_HSA=-4.41. (4) Drug 1: C1CN1C2=NC(=NC(=N2)N3CC3)N4CC4. Synergy scores: CSS=42.1, Synergy_ZIP=2.95, Synergy_Bliss=3.51, Synergy_Loewe=3.02, Synergy_HSA=3.19. Drug 2: CN(C)C1=NC(=NC(=N1)N(C)C)N(C)C. Cell line: A549. (5) Drug 1: C1C(C(OC1N2C=C(C(=O)NC2=O)F)CO)O. Drug 2: CN1C2=C(C=C(C=C2)N(CCCl)CCCl)N=C1CCCC(=O)O.Cl. Cell line: BT-549. Synergy scores: CSS=14.9, Synergy_ZIP=1.37, Synergy_Bliss=1.54, Synergy_Loewe=-13.6, Synergy_HSA=-0.155.